This data is from Peptide-MHC class I binding affinity with 185,985 pairs from IEDB/IMGT. The task is: Regression. Given a peptide amino acid sequence and an MHC pseudo amino acid sequence, predict their binding affinity value. This is MHC class I binding data. (1) The peptide sequence is FQLYSDLAH. The MHC is HLA-B35:01 with pseudo-sequence HLA-B35:01. The binding affinity (normalized) is 0.375. (2) The peptide sequence is LLMRTSWAL. The MHC is HLA-A02:01 with pseudo-sequence HLA-A02:01. The binding affinity (normalized) is 1.00.